Dataset: Reaction yield outcomes from USPTO patents with 853,638 reactions. Task: Predict the reaction yield, written as a fraction of the theoretical maximum amount of product (1.0 means a 100% yield; for example, 0.34 means a 34% yield). (1) The reactants are [Cl:1][C:2]1[N:7]2[N:8]=[C:9]([C:31]3[CH:36]=[CH:35][C:34]([F:37])=[CH:33][CH:32]=3)[C:10]([C:11]3[CH:16]=[C:15]([CH2:17][O:18]C4CCCCO4)[N:14]=[C:13]([NH:25][CH:26]4[CH2:30][CH2:29][CH2:28][CH2:27]4)[N:12]=3)=[C:6]2[CH:5]=[CH:4][CH:3]=1.Cl. The catalyst is O1CCCC1. The product is [Cl:1][C:2]1[N:7]2[N:8]=[C:9]([C:31]3[CH:36]=[CH:35][C:34]([F:37])=[CH:33][CH:32]=3)[C:10]([C:11]3[N:12]=[C:13]([NH:25][CH:26]4[CH2:30][CH2:29][CH2:28][CH2:27]4)[N:14]=[C:15]([CH2:17][OH:18])[CH:16]=3)=[C:6]2[CH:5]=[CH:4][CH:3]=1. The yield is 0.820. (2) The reactants are [NH2:1][C@@H:2]([CH2:27][C:28]1[CH:33]=[CH:32][CH:31]=[CH:30][CH:29]=1)[CH2:3][C@H:4]([OH:26])[C@@H:5]([NH:13][C:14]([C@@H:16]([NH:21][C:22](=[O:25])[O:23][CH3:24])[C:17]([CH3:20])([CH3:19])[CH3:18])=[O:15])[CH2:6][C:7]1[CH:12]=[CH:11][CH:10]=[CH:9][CH:8]=1.[CH3:34][C@@H:35]([CH2:54][CH3:55])[C@H:36]([N:40]1[CH2:44][CH2:43][N:42]([CH2:45][C:46]2[CH:51]=[CH:50][CH:49]=[C:48]([CH3:52])[N:47]=2)[C:41]1=[O:53])[C:37](O)=[O:38].CCOP(ON1N=NC2C=CC=CC=2C1=O)(OCC)=O.C(N(CC)C(C)C)(C)C. The catalyst is C1COCC1. The product is [CH2:6]([C@H:5]([NH:13][C:14]([C@@H:16]([NH:21][C:22](=[O:25])[O:23][CH3:24])[C:17]([CH3:19])([CH3:20])[CH3:18])=[O:15])[C@@H:4]([OH:26])[CH2:3][C@@H:2]([NH:1][C:37](=[O:38])[C@@H:36]([N:40]1[CH2:44][CH2:43][N:42]([CH2:45][C:46]2[CH:51]=[CH:50][CH:49]=[C:48]([CH3:52])[N:47]=2)[C:41]1=[O:53])[CH:35]([CH3:34])[CH2:54][CH3:55])[CH2:27][C:28]1[CH:29]=[CH:30][CH:31]=[CH:32][CH:33]=1)[C:7]1[CH:12]=[CH:11][CH:10]=[CH:9][CH:8]=1. The yield is 0.480. (3) The reactants are [OH:1][CH2:2][C:3]1[CH:8]=[C:7]([C:9]([O:11][CH3:12])=[O:10])[CH:6]=[CH:5][N:4]=1. The catalyst is C(Cl)Cl.O=[Mn]=O. The product is [CH:2]([C:3]1[CH:8]=[C:7]([C:9]([O:11][CH3:12])=[O:10])[CH:6]=[CH:5][N:4]=1)=[O:1]. The yield is 0.720. (4) The reactants are [CH2:1]([Mg]Br)[CH3:2].[CH2:5]([C@@H:12]1[CH2:16][O:15][C:14](=[O:17])[N:13]1[C:18](=[O:26])/[CH:19]=[CH:20]/[CH2:21][C:22]([F:25])([F:24])[F:23])[C:6]1[CH:11]=[CH:10][CH:9]=[CH:8][CH:7]=1.[Br:27]N1C(=O)CCC1=O. The catalyst is C1COCC1.CSC. The product is [CH2:5]([C@@H:12]1[CH2:16][O:15][C:14](=[O:17])[N:13]1[C:18](=[O:26])[C@H:19]([Br:27])[C@@H:20]([CH2:1][CH3:2])[CH2:21][C:22]([F:23])([F:24])[F:25])[C:6]1[CH:11]=[CH:10][CH:9]=[CH:8][CH:7]=1. The yield is 0.595. (5) The reactants are Cl.Cl.[CH3:3][C@H:4]1[C:12]2[C:11]([N:13]3[CH2:18][CH2:17][NH:16][CH2:15][CH2:14]3)=[N:10][CH:9]=[N:8][C:7]=2[C@H:6]([OH:19])[CH2:5]1.[C:20]([O:24][C:25]([N:27]([CH:40]([CH3:42])[CH3:41])[CH2:28][C@H:29]([C:33]1[CH:38]=[CH:37][C:36]([Cl:39])=[CH:35][CH:34]=1)[C:30](O)=[O:31])=[O:26])([CH3:23])([CH3:22])[CH3:21].CCN(C(C)C)C(C)C.CN(C(ON1N=NC2C=CC=CC1=2)=[N+](C)C)C.F[P-](F)(F)(F)(F)F. The catalyst is C(Cl)Cl. The product is [Cl:39][C:36]1[CH:37]=[CH:38][C:33]([C@H:29]([C:30]([N:16]2[CH2:15][CH2:14][N:13]([C:11]3[C:12]4[C@H:4]([CH3:3])[CH2:5][C@@H:6]([OH:19])[C:7]=4[N:8]=[CH:9][N:10]=3)[CH2:18][CH2:17]2)=[O:31])[CH2:28][N:27]([CH:40]([CH3:41])[CH3:42])[C:25](=[O:26])[O:24][C:20]([CH3:22])([CH3:21])[CH3:23])=[CH:34][CH:35]=1. The yield is 0.690. (6) The reactants are [CH3:1][N:2]([C:15]1[CH:20]=[CH:19][CH:18]=[C:17]([NH:21][C:22](=[O:33])[C:23]2[CH:28]=[CH:27][CH:26]=[C:25]([C:29]([F:32])([F:31])[F:30])[CH:24]=2)[CH:16]=1)[C:3]1[N:8]=[C:7]([S:9][C:10]#[N:11])[C:6]([N+:12]([O-])=O)=[CH:5][N:4]=1. The catalyst is C(O)(=O)C. The product is [NH2:11][C:10]1[S:9][C:7]2[N:8]=[C:3]([N:2]([CH3:1])[C:15]3[CH:16]=[C:17]([NH:21][C:22](=[O:33])[C:23]4[CH:28]=[CH:27][CH:26]=[C:25]([C:29]([F:31])([F:30])[F:32])[CH:24]=4)[CH:18]=[CH:19][CH:20]=3)[N:4]=[CH:5][C:6]=2[N:12]=1. The yield is 0.260. (7) The reactants are [CH3:1][O:2][C:3]1[CH:12]=[CH:11][C:6]2[CH:7]=[C:8]([CH3:10])[O:9][C:5]=2[CH:4]=1.[C:13](Cl)(=[O:17])C(Cl)=O.[Al+3].[Cl-].[Cl-].[Cl-].[CH3:23][NH2:24]. No catalyst specified. The product is [CH3:23][NH:24][C:13]([C:7]1[C:6]2[CH:11]=[CH:12][C:3]([O:2][CH3:1])=[CH:4][C:5]=2[O:9][C:8]=1[CH3:10])=[O:17]. The yield is 0.800.